From a dataset of Full USPTO retrosynthesis dataset with 1.9M reactions from patents (1976-2016). Predict the reactants needed to synthesize the given product. (1) Given the product [Cl:16][C:2]1[C:11]2[C:6](=[CH:7][CH:8]=[CH:9][N:10]=2)[N:5]=[CH:4][C:3]=1[C:12]#[N:13], predict the reactants needed to synthesize it. The reactants are: O[C:2]1[C:11]2[C:6](=[CH:7][CH:8]=[CH:9][N:10]=2)[N:5]=[CH:4][C:3]=1[C:12]#[N:13].O=P(Cl)(Cl)[Cl:16]. (2) Given the product [F:39][C:36]1[CH:37]=[CH:38][C:33]([C:31]([N:28]2[CH2:27][CH2:26][CH:25]([NH:24][S:19]([C:5]3[CH:6]=[C:7]([S:10]([C:13]4[CH:18]=[CH:17][CH:16]=[CH:15][CH:14]=4)(=[O:12])=[O:11])[CH:8]=[CH:9][C:4]=3[CH:1]([CH3:3])[CH3:2])(=[O:21])=[O:20])[CH2:30][CH2:29]2)=[O:32])=[CH:34][CH:35]=1, predict the reactants needed to synthesize it. The reactants are: [CH:1]([C:4]1[CH:9]=[CH:8][C:7]([S:10]([C:13]2[CH:18]=[CH:17][CH:16]=[CH:15][CH:14]=2)(=[O:12])=[O:11])=[CH:6][C:5]=1[S:19](Cl)(=[O:21])=[O:20])([CH3:3])[CH3:2].Cl.[NH2:24][CH:25]1[CH2:30][CH2:29][N:28]([C:31]([C:33]2[CH:38]=[CH:37][C:36]([F:39])=[CH:35][CH:34]=2)=[O:32])[CH2:27][CH2:26]1.C(N(C(C)C)CC)(C)C. (3) Given the product [Cl:17][CH2:13][C:12]1[C:7]([N:4]2[CH2:5][CH2:6][O:1][CH2:2][CH2:3]2)=[N:8][CH:9]=[CH:10][CH:11]=1, predict the reactants needed to synthesize it. The reactants are: [O:1]1[CH2:6][CH2:5][N:4]([C:7]2[C:12]([CH2:13]O)=[CH:11][CH:10]=[CH:9][N:8]=2)[CH2:3][CH2:2]1.O=S(Cl)[Cl:17]. (4) Given the product [Cl:11][C:4]1[CH:5]=[C:6]([NH2:8])[CH:7]=[C:2]([Cl:1])[C:3]=1[S:12][C:13]1[S:14][C:15]2[CH:21]=[CH:20][C:19]([C:22]([F:25])([F:23])[F:24])=[CH:18][C:16]=2[N:17]=1, predict the reactants needed to synthesize it. The reactants are: [Cl:1][C:2]1[CH:7]=[C:6]([N+:8]([O-])=O)[CH:5]=[C:4]([Cl:11])[C:3]=1[S:12][C:13]1[S:14][C:15]2[CH:21]=[CH:20][C:19]([C:22]([F:25])([F:24])[F:23])=[CH:18][C:16]=2[N:17]=1.O.O.[Sn](Cl)(Cl)(Cl)Cl.[OH-].[Na+].